Task: Predict the reactants needed to synthesize the given product.. Dataset: Full USPTO retrosynthesis dataset with 1.9M reactions from patents (1976-2016) (1) Given the product [C:6]([CH2:8][C:9]1[CH:10]=[CH:11][C:12]([O:15][C:16]([C:18]2[CH:19]=[C:20]3[C:25](=[CH:26][CH:27]=2)[O:24][C:23]([CH3:29])([CH3:28])[CH2:22][C:21]3([CH3:31])[CH3:30])=[O:17])=[CH:13][CH:14]=1)([OH:7])=[O:5], predict the reactants needed to synthesize it. The reactants are: C([O:5][C:6]([CH2:8][C:9]1[CH:14]=[CH:13][C:12]([O:15][C:16]([C:18]2[CH:19]=[C:20]3[C:25](=[CH:26][CH:27]=2)[O:24][C:23]([CH3:29])([CH3:28])[CH2:22][C:21]3([CH3:31])[CH3:30])=[O:17])=[CH:11][CH:10]=1)=[O:7])(C)(C)C.FC(F)(F)C(O)=O. (2) Given the product [CH2:63]([O:28][C:27]([C:22]1[N:21]=[C:20]([C:30]2[CH:31]=[CH:32][C:33]([F:36])=[CH:34][CH:35]=2)[N:19]([CH2:18][CH2:17][C@@H:11]2[CH2:10][C@H:9]([CH2:8][C:6]([O:5][C:1]([CH3:3])([CH3:4])[CH3:2])=[O:7])[O:14][C:13]([CH3:15])([CH3:16])[O:12]2)[C:23]=1[CH:24]([CH3:26])[CH3:25])=[O:29])[C:64]1[CH:69]=[CH:68][CH:67]=[CH:66][CH:65]=1, predict the reactants needed to synthesize it. The reactants are: [C:1]([O:5][C:6]([CH2:8][C@@H:9]1[O:14][C:13]([CH3:16])([CH3:15])[O:12][C@H:11]([CH2:17][CH2:18][N:19]2[C:23]([CH:24]([CH3:26])[CH3:25])=[C:22]([C:27]([OH:29])=[O:28])[N:21]=[C:20]2[C:30]2[CH:35]=[CH:34][C:33]([F:36])=[CH:32][CH:31]=2)[CH2:10]1)=[O:7])([CH3:4])([CH3:3])[CH3:2].C(OC(C[C@@H]1OC(C)(C)O[C@H](CCN([C:63](=O)[C:64]2[CH:69]=[CH:68][C:67](F)=[CH:66][CH:65]=2)C(C(C)C)C(O)=O)C1)=O)(C)(C)C.C(OC(=O)C(NS(C1C=CC(C)=CC=1)(=O)=O)NS(C1C=CC(C)=CC=1)(=O)=O)C1C=CC=CC=1.O.C(OCC1C=CC=CC=1)(=O)C=O.CC1C=CC(S(N)(=O)=O)=CC=1.CCN=C=NCCCN(C)C. (3) Given the product [OH:22][CH2:21][C@H:20]([CH3:23])[CH2:19][O:18][C:15]1[CH:14]=[C:3]2[C:2](=[CH:17][CH:16]=1)[N:1]=[C:29]([C:28]1[CH:34]=[CH:35][CH:36]=[C:26]([O:25][CH3:24])[CH:27]=1)[N:6]([CH2:7][C:8]([NH:9][CH:10]([CH3:12])[CH3:11])=[O:13])[C:4]2=[O:5], predict the reactants needed to synthesize it. The reactants are: [NH2:1][C:2]1[CH:17]=[CH:16][C:15]([O:18][CH2:19][C@@H:20]([CH3:23])[CH2:21][OH:22])=[CH:14][C:3]=1[C:4]([NH:6][CH2:7][C:8](=[O:13])[NH:9][CH:10]([CH3:12])[CH3:11])=[O:5].[CH3:24][O:25][C:26]1[CH:27]=[C:28]([CH:34]=[CH:35][CH:36]=1)[C:29](=N)OCC. (4) Given the product [Cl:45][C:31]1[C:32]([NH:34][C:35]2[CH:44]=[CH:43][CH:42]=[CH:41][C:36]=2[C:37]([NH:39][CH3:40])=[O:38])=[N:33][C:28]([NH:27][C:18]2[CH:19]=[CH:20][C:21]3[CH2:22][CH:23]4[N:26]([CH:47]([CH3:49])[CH3:46])[CH:15]([CH2:25][CH2:24]4)[C:16]=3[CH:17]=2)=[N:29][CH:30]=1, predict the reactants needed to synthesize it. The reactants are: C(O[BH-](OC(=O)C)OC(=O)C)(=O)C.[Na+].[CH:15]12[NH:26][CH:23]([CH2:24][CH2:25]1)[CH2:22][C:21]1[CH:20]=[CH:19][C:18]([NH:27][C:28]3[N:33]=[C:32]([NH:34][C:35]4[CH:44]=[CH:43][CH:42]=[CH:41][C:36]=4[C:37]([NH:39][CH3:40])=[O:38])[C:31]([Cl:45])=[CH:30][N:29]=3)=[CH:17][C:16]2=1.[CH3:46][C:47]([CH3:49])=O.ClC(Cl)C. (5) Given the product [N:21]1([C@@H:18]2[CH2:19][CH2:20][N:16]([C:14]3[S:15][C:11]4[CH:10]=[C:9]([C:6]5[N:7]=[N:8][C:3]([OH:2])=[CH:4][CH:5]=5)[CH:28]=[CH:27][C:12]=4[N:13]=3)[CH2:17]2)[CH2:22][CH2:23][CH2:24][CH2:25][CH2:26]1, predict the reactants needed to synthesize it. The reactants are: C[O:2][C:3]1[N:8]=[N:7][C:6]([C:9]2[CH:28]=[CH:27][C:12]3[N:13]=[C:14]([N:16]4[CH2:20][CH2:19][C@@H:18]([N:21]5[CH2:26][CH2:25][CH2:24][CH2:23][CH2:22]5)[CH2:17]4)[S:15][C:11]=3[CH:10]=2)=[CH:5][CH:4]=1.Br.